This data is from Full USPTO retrosynthesis dataset with 1.9M reactions from patents (1976-2016). The task is: Predict the reactants needed to synthesize the given product. (1) The reactants are: C[O:2][C:3]1[CH:4]=[C:5]([CH:22]=[C:23]([CH3:25])[CH:24]=1)[O:6][CH2:7][C@H:8]1[C:17]([CH3:18])=[CH:16][CH2:15][C@@H:14]2[C@:9]1([CH3:21])[CH2:10][CH2:11][CH2:12][C:13]2([CH3:20])[CH3:19]. Given the product [CH3:18][C:17]1[C@H:8]([CH2:7][O:6][C:5]2[CH:4]=[C:3]([OH:2])[CH:24]=[C:23]([CH3:25])[CH:22]=2)[C@:9]2([CH3:21])[CH:14]([CH2:15][CH:16]=1)[C:13]([CH3:19])([CH3:20])[CH2:12][CH2:11][CH2:10]2, predict the reactants needed to synthesize it. (2) Given the product [C:1]1([O:11][CH2:12][CH2:13][NH:14][S:30]([C:27]2[CH:28]=[CH:29][C:24]([CH:22]=[CH2:23])=[CH:25][CH:26]=2)(=[O:32])=[O:31])[C:10]2[C:5](=[CH:6][CH:7]=[CH:8][CH:9]=2)[CH:4]=[CH:3][CH:2]=1, predict the reactants needed to synthesize it. The reactants are: [C:1]1([O:11][CH2:12][CH2:13][NH2:14])[C:10]2[C:5](=[CH:6][CH:7]=[CH:8][CH:9]=2)[CH:4]=[CH:3][CH:2]=1.C(N(CC)CC)C.[CH:22]([C:24]1[CH:29]=[CH:28][C:27]([S:30](Cl)(=[O:32])=[O:31])=[CH:26][CH:25]=1)=[CH2:23]. (3) Given the product [CH2:23]([CH:10]1[CH:11]([NH:14][C@@H:15]([C:17]2[CH:18]=[CH:19][CH:20]=[CH:21][CH:22]=2)[CH3:16])[CH2:12][CH2:13][NH:8][CH2:9]1)[CH3:24], predict the reactants needed to synthesize it. The reactants are: C([N:8]1[CH2:13][CH2:12][CH:11]([NH:14][C@@H:15]([C:17]2[CH:22]=[CH:21][CH:20]=[CH:19][CH:18]=2)[CH3:16])[CH:10]([CH2:23][CH3:24])[CH2:9]1)C1C=CC=CC=1.C(Cl)(=O)OC(Cl)C. (4) Given the product [CH2:25]([O:24][C:22]([C:17]1[CH:18]=[N:19][C:20]2[C:15]([CH:16]=1)=[CH:14][CH:13]=[C:12]([NH:11][C:4](=[O:5])[C:3]1[CH:7]=[CH:8][CH:9]=[CH:10][C:2]=1[Br:1])[CH:21]=2)=[O:23])[CH3:26], predict the reactants needed to synthesize it. The reactants are: [Br:1][C:2]1[CH:10]=[CH:9][CH:8]=[CH:7][C:3]=1[C:4](Cl)=[O:5].[NH2:11][C:12]1[CH:21]=[C:20]2[C:15]([CH:16]=[C:17]([C:22]([O:24][CH2:25][CH3:26])=[O:23])[CH:18]=[N:19]2)=[CH:14][CH:13]=1.N1C=CC=CC=1.